Dataset: Peptide-MHC class II binding affinity with 134,281 pairs from IEDB. Task: Regression. Given a peptide amino acid sequence and an MHC pseudo amino acid sequence, predict their binding affinity value. This is MHC class II binding data. (1) The peptide sequence is PEAKYDAYVATLTEA. The MHC is DRB3_0202 with pseudo-sequence DRB3_0202. The binding affinity (normalized) is 0.249. (2) The peptide sequence is AAATAGTTVYGAFAA. The MHC is HLA-DPA10301-DPB10402 with pseudo-sequence HLA-DPA10301-DPB10402. The binding affinity (normalized) is 0.122.